Dataset: KCNQ2 potassium channel screen with 302,405 compounds. Task: Binary Classification. Given a drug SMILES string, predict its activity (active/inactive) in a high-throughput screening assay against a specified biological target. (1) The result is 0 (inactive). The compound is s1c(c2n(CCCC)c3nc4c(nc3n2)cccc4)ccc1. (2) The compound is S=C(N1C(CCCC1)CC)Nc1ccc(S(=O)(=O)Nc2ncccn2)cc1. The result is 0 (inactive). (3) The drug is s1c(c(c2c1ncnc2N)C)C. The result is 0 (inactive). (4) The drug is S=C(NC(=O)C1CCCCC1)Nc1c(OCC)cccc1. The result is 0 (inactive).